From a dataset of Catalyst prediction with 721,799 reactions and 888 catalyst types from USPTO. Predict which catalyst facilitates the given reaction. (1) Reactant: [B-].[B-].C1CCOCC1.C1CCOCC1.[Ca+2].[C:16]([O:20][C:21](=[O:41])[NH:22][C@@H:23]1[C:28](=[O:29])[C@H:27]([CH2:30][C:31]2[CH:36]=[CH:35][C:34]([N+:37]([O-:39])=[O:38])=[C:33]([F:40])[CH:32]=2)[CH2:26][S:25][CH2:24]1)([CH3:19])([CH3:18])[CH3:17].OS([O-])(=O)=O.[K+]. Product: [C:16]([O:20][C:21](=[O:41])[NH:22][C@@H:23]1[C@H:28]([OH:29])[C@H:27]([CH2:30][C:31]2[CH:36]=[CH:35][C:34]([N+:37]([O-:39])=[O:38])=[C:33]([F:40])[CH:32]=2)[CH2:26][S:25][CH2:24]1)([CH3:19])([CH3:17])[CH3:18]. The catalyst class is: 1. (2) Reactant: [NH2:1][C:2]1[N:3]=[CH:4][N:5]([CH3:12])[C:6]=1[C:7]([O:9][CH2:10][CH3:11])=[O:8].C1(P(C2C=CC=CC=2)C2C=CC=CC=2)C=CC=CC=1.ClC(Cl)(Cl)C(Cl)(Cl)Cl.[F:40][C:41]1[CH:49]=[CH:48]C(C(Cl)=O)=[CH:43][CH:42]=1. Product: [F:40][C:41]1[CH:49]=[CH:48][C:11]([C:10]2[O:9][C:7](=[O:8])[C:6]3[N:5]([CH3:12])[CH:4]=[N:3][C:2]=3[N:1]=2)=[CH:43][CH:42]=1. The catalyst class is: 852. (3) Reactant: [C:1]([C@H:5]1[CH2:10][CH2:9][C@H:8]([O:11][C:12]2[CH:13]=[C:14]3[C:19](=[CH:20][CH:21]=2)[CH:18]=[C:17]([CH:22]=O)[CH:16]=[CH:15]3)[CH2:7][CH2:6]1)([CH3:4])([CH3:3])[CH3:2].[NH:24]1[CH2:29][CH2:28][CH:27]([C:30]2[CH:35]=[CH:34][CH:33]=[CH:32][N:31]=2)[CH2:26][CH2:25]1.[BH-](OC(C)=O)(OC(C)=O)OC(C)=O.[Na+].O. Product: [C:1]([C@H:5]1[CH2:10][CH2:9][C@H:8]([O:11][C:12]2[CH:13]=[C:14]3[C:19](=[CH:20][CH:21]=2)[CH:18]=[C:17]([CH2:22][N:24]2[CH2:29][CH2:28][CH:27]([C:30]4[CH:35]=[CH:34][CH:33]=[CH:32][N:31]=4)[CH2:26][CH2:25]2)[CH:16]=[CH:15]3)[CH2:7][CH2:6]1)([CH3:4])([CH3:3])[CH3:2]. The catalyst class is: 26. (4) Reactant: [CH:1]1([C:4]2[CH:5]=[C:6]([NH2:9])[NH:7][N:8]=2)[CH2:3][CH2:2]1.[Cl:10][C:11]1[N:16]=[C:15](Cl)[N:14]=[C:13]([C:18]2[CH:23]=[CH:22][CH:21]=[CH:20][CH:19]=2)[N:12]=1.C(N(C(C)C)CC)(C)C. The catalyst class is: 1. Product: [Cl:10][C:11]1[N:12]=[C:13]([C:18]2[CH:23]=[CH:22][CH:21]=[CH:20][CH:19]=2)[N:14]=[C:15]([NH:9][C:6]2[NH:7][N:8]=[C:4]([CH:1]3[CH2:3][CH2:2]3)[CH:5]=2)[N:16]=1. (5) Reactant: [CH3:1][O:2][C:3]1[N:8]=[C:7]([N:9]2[CH2:13][CH2:12][CH2:11][CH2:10]2)[N:6]=[C:5]([C:14]([OH:16])=O)[CH:4]=1.Cl.[F:18][C:19]1[CH:20]=[C:21]([CH:30]([NH2:34])[CH2:31][O:32][CH3:33])[CH:22]=[CH:23][C:24]=1[O:25][C:26]([F:29])([F:28])[F:27].Cl.CN(C)CCCN=C=NCC.ON1C2C=CC=CC=2N=N1. Product: [F:18][C:19]1[CH:20]=[C:21]([CH:30]([NH:34][C:14]([C:5]2[CH:4]=[C:3]([O:2][CH3:1])[N:8]=[C:7]([N:9]3[CH2:10][CH2:11][CH2:12][CH2:13]3)[N:6]=2)=[O:16])[CH2:31][O:32][CH3:33])[CH:22]=[CH:23][C:24]=1[O:25][C:26]([F:29])([F:28])[F:27]. The catalyst class is: 681. (6) Reactant: [CH:1]1[C:10]2[CH2:9][CH2:8][CH2:7][C:6](=[O:11])[C:5]=2[CH:4]=[CH:3][N:2]=1.[C:12]([O:17][CH2:18]C)(=[O:16])[C:13]([O-])=[O:14].C[O-].[Na+]. Product: [O:11]=[C:6]1[CH:7]([C:13](=[O:14])[C:12]([O:17][CH3:18])=[O:16])[CH2:8][CH2:9][C:10]2[CH:1]=[N:2][CH:3]=[CH:4][C:5]1=2. The catalyst class is: 57. (7) Reactant: [F:1][C:2]1[CH:21]=[C:20]([S:22]([CH3:25])(=[O:24])=[O:23])[C:19]([F:26])=[CH:18][C:3]=1[O:4][C@H:5]1[CH2:10][CH2:9][CH2:8][N:7]([CH:11]2[CH2:16][CH2:15][NH:14][CH2:13][CH2:12]2)[C:6]1=[O:17].F[C:28]1[C:33]([F:34])=[CH:32][C:31]([C:35]([F:38])([F:37])[F:36])=[CH:30][N:29]=1.CCN(C(C)C)C(C)C. Product: [F:1][C:2]1[CH:21]=[C:20]([S:22]([CH3:25])(=[O:24])=[O:23])[C:19]([F:26])=[CH:18][C:3]=1[O:4][C@H:5]1[CH2:10][CH2:9][CH2:8][N:7]([CH:11]2[CH2:16][CH2:15][N:14]([C:28]3[C:33]([F:34])=[CH:32][C:31]([C:35]([F:38])([F:36])[F:37])=[CH:30][N:29]=3)[CH2:13][CH2:12]2)[C:6]1=[O:17]. The catalyst class is: 31. (8) Reactant: Cl[C:2]1[N:7]=[C:6]([O:8][C:9]2[CH:35]=[CH:34][C:33]([CH3:36])=[CH:32][C:10]=2[CH2:11][NH:12][C:13]([NH:15][C:16]2[N:20]([C:21]3[CH:26]=[CH:25][C:24]([CH3:27])=[CH:23][CH:22]=3)[N:19]=[C:18]([C:28]([CH3:31])([CH3:30])[CH3:29])[CH:17]=2)=[O:14])[CH:5]=[CH:4][N:3]=1.[NH:37]1[CH2:42][CH2:41][O:40][CH2:39][CH2:38]1. Product: [O:40]1[CH2:41][CH2:42][N:37]([C:2]2[N:7]=[C:6]([O:8][C:9]3[CH:35]=[CH:34][C:33]([CH3:36])=[CH:32][C:10]=3[CH2:11][NH:12][C:13]([NH:15][C:16]3[N:20]([C:21]4[CH:22]=[CH:23][C:24]([CH3:27])=[CH:25][CH:26]=4)[N:19]=[C:18]([C:28]([CH3:29])([CH3:30])[CH3:31])[CH:17]=3)=[O:14])[CH:5]=[CH:4][N:3]=2)[CH2:38][CH2:39]1. The catalyst class is: 8. (9) Reactant: [NH2:1][C:2]1[CH:7]=[C:6]([Cl:8])[CH:5]=[CH:4][C:3]=1[OH:9].C1([O:16][C:17](=O)[NH:18][C:19]2[CH:24]=[N:23][C:22]([C:25]#[N:26])=[CH:21][N:20]=2)C=CC=CC=1. Product: [Cl:8][C:6]1[CH:5]=[CH:4][C:3]([OH:9])=[C:2]([NH:1][C:17]([NH:18][C:19]2[CH:24]=[N:23][C:22]([C:25]#[N:26])=[CH:21][N:20]=2)=[O:16])[CH:7]=1. The catalyst class is: 12. (10) Product: [CH3:19][O:20][C:21]([C:23]1[CH2:24][N:25]([C:48]([O:50][C:51]([CH3:54])([CH3:53])[CH3:52])=[O:49])[CH2:26][C:27]2([C:30]=1[C:31]1[CH:36]=[CH:35][C:34]([CH2:37][CH2:38][CH2:39][OH:40])=[CH:33][CH:32]=1)[CH2:29][CH2:28]2)=[O:22]. Reactant: CCCC[N+](CCCC)(CCCC)CCCC.[F-].[CH3:19][O:20][C:21]([C:23]1[CH2:24][N:25]([C:48]([O:50][C:51]([CH3:54])([CH3:53])[CH3:52])=[O:49])[CH2:26][C:27]2([C:30]=1[C:31]1[CH:36]=[CH:35][C:34]([CH2:37][CH2:38][CH2:39][O:40][Si](C(C)(C)C)(C)C)=[CH:33][CH:32]=1)[CH2:29][CH2:28]2)=[O:22]. The catalyst class is: 49.